Dataset: Catalyst prediction with 721,799 reactions and 888 catalyst types from USPTO. Task: Predict which catalyst facilitates the given reaction. (1) Reactant: [Br:1][C:2]1[CH:3]=[C:4]2[C:10]([C:11]3[NH:12][N:13]=[CH:14][CH:15]=3)=[CH:9][NH:8][C:5]2=[N:6][CH:7]=1.[OH-:16].C([N+]([CH2:30][CH2:31][CH2:32][CH3:33])(CCCC)CCCC)CCC.[OH-:34].[K+].[C:36]1([CH3:46])[CH:41]=[CH:40][C:39]([S:42](Cl)(=[O:44])=[O:43])=[CH:38][CH:37]=1. Product: [Br:1][C:2]1[CH:3]=[C:4]2[C:10]([C:11]3[N:12]([S:42]([C:39]4[CH:40]=[CH:41][C:36]([CH3:46])=[CH:37][CH:38]=4)(=[O:44])=[O:43])[N:13]=[CH:14][CH:15]=3)=[CH:9][N:8]([S:42]([C:39]3[CH:30]=[CH:31][C:32]([CH3:33])=[CH:37][CH:38]=3)(=[O:34])=[O:16])[C:5]2=[N:6][CH:7]=1. The catalyst class is: 11. (2) Reactant: Cl[C:2]1[N:7]=[CH:6][N:5]=[C:4]([NH2:8])[C:3]=1[C:9]1[O:10][C:11]([CH3:14])=[N:12][N:13]=1.[NH2:15][C@H:16]([C:19]1[N:28]([C:29]2[CH:34]=[CH:33][CH:32]=[CH:31][C:30]=2[F:35])[C:27](=[O:36])[C:26]2[C:21](=[CH:22][CH:23]=[CH:24][CH:25]=2)[N:20]=1)[CH2:17][CH3:18].CCN(C(C)C)C(C)C.CCOC(C)=O. Product: [NH2:8][C:4]1[N:5]=[CH:6][N:7]=[C:2]([NH:15][C@H:16]([C:19]2[N:28]([C:29]3[CH:34]=[CH:33][CH:32]=[CH:31][C:30]=3[F:35])[C:27](=[O:36])[C:26]3[C:21](=[CH:22][CH:23]=[CH:24][CH:25]=3)[N:20]=2)[CH2:17][CH3:18])[C:3]=1[C:9]1[O:10][C:11]([CH3:14])=[N:12][N:13]=1. The catalyst class is: 114.